Dataset: Full USPTO retrosynthesis dataset with 1.9M reactions from patents (1976-2016). Task: Predict the reactants needed to synthesize the given product. Given the product [Br:1][C:2]1[CH:11]=[CH:10][C:5]2[C:6]([CH:9]=[O:18])=[CH:7][S:8][C:4]=2[CH:3]=1, predict the reactants needed to synthesize it. The reactants are: [Br:1][C:2]1[CH:11]=[CH:10][C:5]2[C:6]([CH3:9])=[CH:7][S:8][C:4]=2[CH:3]=1.BrN1C(=[O:18])CCC1=O.